Dataset: Reaction yield outcomes from USPTO patents with 853,638 reactions. Task: Predict the reaction yield, written as a fraction of the theoretical maximum amount of product (1.0 means a 100% yield; for example, 0.34 means a 34% yield). The reactants are [H-].[Na+].[OH:3][N:4]1[C:8](=[O:9])[C:7]2=[CH:10][CH:11]=[CH:12][CH:13]=[C:6]2[C:5]1=[O:14].Br[CH2:16][C:17]([O:19][C:20]([CH3:23])([CH3:22])[CH3:21])=[O:18]. The catalyst is CN(C)C=O. The product is [O:9]=[C:8]1[C:7]2[C:6](=[CH:13][CH:12]=[CH:11][CH:10]=2)[C:5](=[O:14])[N:4]1[O:3][CH2:16][C:17]([O:19][C:20]([CH3:23])([CH3:22])[CH3:21])=[O:18]. The yield is 0.970.